Dataset: Forward reaction prediction with 1.9M reactions from USPTO patents (1976-2016). Task: Predict the product of the given reaction. (1) The product is: [Br:1][C:2]1[CH:3]=[CH:4][C:5]([C@@H:8]([N:10]2[CH2:15][CH2:14][C@:13]([CH2:22][C:23]([CH3:24])([CH3:25])[C:37]#[N:38])([C:16]3[CH:17]=[CH:18][CH:19]=[CH:20][CH:21]=3)[NH:12][C:53]2=[O:54])[CH3:9])=[CH:6][CH:7]=1. Given the reactants [Br:1][C:2]1[CH:7]=[CH:6][C:5]([C@@H:8]([N:10]2[CH2:15][CH2:14][C@:13]([CH2:22][C:23]([CH3:25])=[CH2:24])([C:16]3[CH:21]=[CH:20][CH:19]=[CH:18][CH:17]=3)[NH:12]C2=O)[CH3:9])=[CH:4][CH:3]=1.S([C:37]#[N:38])(C1C=CC(C)=CC=1)(=O)=O.C(OO)(C)(C)C.C1([SiH3])C=CC=CC=1.C[CH2:53][OH:54], predict the reaction product. (2) Given the reactants [C:1]([O:5][C:6]([N:8]1[CH2:13][CH2:12][CH2:11][C@@H:10]([O:14][C:15]2[CH:20]=[CH:19][C:18]([C:21]([C:23]3[N:31]4[C:26]([CH:27]=[C:28]([C:32](O)=[O:33])[CH:29]=[CH:30]4)=[CH:25][C:24]=3[CH2:35][CH2:36][CH2:37][CH3:38])=[O:22])=[CH:17][CH:16]=2)[CH2:9]1)=[O:7])([CH3:4])([CH3:3])[CH3:2].Cl.[CH3:40][CH:41]([NH:43][CH2:44][C:45]([O:47][CH3:48])=[O:46])[CH3:42].CCN(C(C)C)C(C)C.CN(C(ON1N=NC2C=CC=CC1=2)=[N+](C)C)C.[B-](F)(F)(F)F, predict the reaction product. The product is: [CH2:35]([C:24]1[CH:25]=[C:26]2[N:31]([C:23]=1[C:21]([C:18]1[CH:19]=[CH:20][C:15]([O:14][C@@H:10]3[CH2:11][CH2:12][CH2:13][N:8]([C:6]([O:5][C:1]([CH3:2])([CH3:4])[CH3:3])=[O:7])[CH2:9]3)=[CH:16][CH:17]=1)=[O:22])[CH:30]=[CH:29][C:28]([C:32](=[O:33])[N:43]([CH2:44][C:45]([O:47][CH3:48])=[O:46])[CH:41]([CH3:42])[CH3:40])=[CH:27]2)[CH2:36][CH2:37][CH3:38].